Task: Predict the product of the given reaction.. Dataset: Forward reaction prediction with 1.9M reactions from USPTO patents (1976-2016) (1) Given the reactants [Li+].[Cl-].[C:3]([N:6]1[CH2:11][CH:10]=[C:9]([Sn](CCCC)(CCCC)CCCC)[CH2:8][CH2:7]1)(=[O:5])[CH3:4].O1[CH2:30][CH2:29][O:28][CH2:27][CH2:26]1, predict the reaction product. The product is: [C:3]([N:6]1[CH2:11][CH:10]=[C:9]([C:3]2[C:4]3[CH:30]=[CH:29][O:28][C:27]=3[CH:26]=[CH:7][N:6]=2)[CH2:8][CH2:7]1)(=[O:5])[CH3:4]. (2) Given the reactants [C:1]1([S:7][CH2:8][C@H:9]([NH:14][C:15]2[CH:20]=[CH:19][C:18]([S:21](=[O:24])(=[O:23])[NH2:22])=[CH:17][C:16]=2[S:25]([C:28]([F:31])([F:30])[F:29])(=[O:27])=[O:26])[CH2:10][C:11](O)=[O:12])[CH:6]=[CH:5][CH:4]=[CH:3][CH:2]=1.[CH2:32]([N:34]([CH2:37][C@@H:38]1[CH2:43][O:42][CH2:41][CH2:40][N:39]1C(OC(C)(C)C)=O)[CH2:35][CH3:36])[CH3:33].CCN(C(C)C)C(C)C.CN(C(ON1N=NC2C=CC=NC1=2)=[N+](C)C)C.F[P-](F)(F)(F)(F)F, predict the reaction product. The product is: [CH2:32]([N:34]([CH2:37][C@H:38]1[N:39]([C:11](=[O:12])[CH2:10][C@@H:9]([NH:14][C:15]2[CH:20]=[CH:19][C:18]([S:21]([NH2:22])(=[O:23])=[O:24])=[CH:17][C:16]=2[S:25]([C:28]([F:29])([F:31])[F:30])(=[O:27])=[O:26])[CH2:8][S:7][C:1]2[CH:2]=[CH:3][CH:4]=[CH:5][CH:6]=2)[CH2:40][CH2:41][O:42][CH2:43]1)[CH2:35][CH3:36])[CH3:33]. (3) Given the reactants [C:1]([NH:4][C:5]1[N:9]([C:10]2[CH:15]=[C:14]([S:16][CH2:17][C:18]([F:21])([F:20])[F:19])[C:13]([CH3:22])=[CH:12][C:11]=2[F:23])[N:8]=[C:7]([OH:24])[CH:6]=1)(=[O:3])[CH3:2].C(N(CC)CC)C.[F:32][C:33]([O:37][C:38]([F:41])([F:40])[F:39])=[C:34]([F:36])[F:35].C(OCC)(=O)C, predict the reaction product. The product is: [C:1]([NH:4][C:5]1[N:9]([C:10]2[CH:15]=[C:14]([S:16][CH2:17][C:18]([F:19])([F:20])[F:21])[C:13]([CH3:22])=[CH:12][C:11]=2[F:23])[N:8]=[C:7]([O:24][C:34]([F:36])([F:35])[CH:33]([F:32])[O:37][C:38]([F:41])([F:40])[F:39])[CH:6]=1)(=[O:3])[CH3:2]. (4) Given the reactants [CH:1]1([C@@H:4]([C:26]2[CH:31]=[CH:30][CH:29]=[CH:28][CH:27]=2)[NH:5][C:6]([C:8]2[C:17]3[C:12](=[CH:13][CH:14]=[CH:15][CH:16]=3)[N:11]=[C:10]([C:18]3[CH:23]=[CH:22][CH:21]=[CH:20][CH:19]=3)[C:9]=2[S:24][CH3:25])=[O:7])[CH2:3][CH2:2]1.C[OH:33], predict the reaction product. The product is: [CH:1]1([C@@H:4]([C:26]2[CH:27]=[CH:28][CH:29]=[CH:30][CH:31]=2)[NH:5][C:6]([C:8]2[C:17]3[C:12](=[CH:13][CH:14]=[CH:15][CH:16]=3)[N:11]=[C:10]([C:18]3[CH:19]=[CH:20][CH:21]=[CH:22][CH:23]=3)[C:9]=2[S:24]([CH3:25])=[O:33])=[O:7])[CH2:3][CH2:2]1. (5) Given the reactants [NH2:1][C:2]1[CH:3]=[N:4][CH:5]=[CH:6][C:7]=1[C@@H:8]1[CH2:13][C@H:12]([CH3:14])[C@@:11]([CH3:16])([OH:15])[C@H:10]([O:17][Si:18]([C:21]([CH3:24])([CH3:23])[CH3:22])([CH3:20])[CH3:19])[CH2:9]1.[NH2:25][C:26]1[C:27]([C:34](O)=[O:35])=[N:28][C:29]([Br:33])=[C:30]([F:32])[CH:31]=1, predict the reaction product. The product is: [NH2:25][C:26]1[C:27]([C:34]([NH:1][C:2]2[CH:3]=[N:4][CH:5]=[CH:6][C:7]=2[C@@H:8]2[CH2:13][C@H:12]([CH3:14])[C@:11]([OH:15])([CH3:16])[C@H:10]([O:17][Si:18]([C:21]([CH3:23])([CH3:22])[CH3:24])([CH3:19])[CH3:20])[CH2:9]2)=[O:35])=[N:28][C:29]([Br:33])=[C:30]([F:32])[CH:31]=1. (6) Given the reactants [CH3:1][O:2][C@@H:3]([CH3:7])[C:4]([OH:6])=O.CCN(C(C)C)C(C)C.CN(C(ON1N=NC2C=CC=NC1=2)=[N+](C)C)C.F[P-](F)(F)(F)(F)F.[OH:41][C:42]([C:44]([F:47])([F:46])[F:45])=[O:43].[F:48][CH:49]([F:78])[CH2:50][NH:51][C:52]1[N:53]=[C:54]2[CH2:76][CH:75]([CH3:77])[NH:74][CH2:73][C:55]2=[N:56][C:57]=1[N:58]1[CH2:63][CH2:62][CH:61]([O:64][C:65]2[CH:70]=[CH:69][C:68]([F:71])=[CH:67][C:66]=2[F:72])[CH2:60][CH2:59]1, predict the reaction product. The product is: [F:78][CH:49]([F:48])[CH2:50][NH:51][C:52]1[N:53]=[C:54]2[CH2:76][CH:75]([CH3:77])[N:74]([C:4](=[O:6])[C@@H:3]([O:2][CH3:1])[CH3:7])[CH2:73][C:55]2=[N:56][C:57]=1[N:58]1[CH2:59][CH2:60][CH:61]([O:64][C:65]2[CH:70]=[CH:69][C:68]([F:71])=[CH:67][C:66]=2[F:72])[CH2:62][CH2:63]1.[C:42]([OH:43])([C:44]([F:47])([F:46])[F:45])=[O:41]. (7) Given the reactants [CH:1]1(B(O)O)[CH2:3][CH2:2]1.[Br:7][C:8]1[CH:13]=[CH:12][C:11]([Cl:14])=[CH:10][C:9]=1I.P([O-])([O-])([O-])=O.[K+].[K+].[K+], predict the reaction product. The product is: [Br:7][C:8]1[CH:13]=[CH:12][C:11]([Cl:14])=[CH:10][C:9]=1[CH:1]1[CH2:3][CH2:2]1.